This data is from Forward reaction prediction with 1.9M reactions from USPTO patents (1976-2016). The task is: Predict the product of the given reaction. Given the reactants [O:1]1[CH2:6][CH2:5][N:4]([CH2:7][CH:8]([OH:11])[CH2:9][OH:10])[CH2:3][CH2:2]1.[H-].[Na+].CS(O[CH2:19][CH2:20][CH2:21][CH2:22][CH2:23][CH2:24][CH2:25][CH2:26]/[CH:27]=[CH:28]\[CH2:29]/[CH:30]=[CH:31]\[CH2:32][CH2:33][CH2:34][CH2:35][CH3:36])(=O)=O, predict the reaction product. The product is: [CH2:19]([O:11][CH:8]([CH2:9][O:10][CH2:19][CH2:20][CH2:21][CH2:22][CH2:23][CH2:24][CH2:25][CH2:26]/[CH:27]=[CH:28]\[CH2:29]/[CH:30]=[CH:31]\[CH2:32][CH2:33][CH2:34][CH2:35][CH3:36])[CH2:7][N:4]1[CH2:3][CH2:2][O:1][CH2:6][CH2:5]1)[CH2:20][CH2:21][CH2:22][CH2:23][CH2:24][CH2:25][CH2:26]/[CH:27]=[CH:28]\[CH2:29]/[CH:30]=[CH:31]\[CH2:32][CH2:33][CH2:34][CH2:35][CH3:36].